From a dataset of Peptide-MHC class I binding affinity with 185,985 pairs from IEDB/IMGT. Regression. Given a peptide amino acid sequence and an MHC pseudo amino acid sequence, predict their binding affinity value. This is MHC class I binding data. (1) The MHC is HLA-B07:02 with pseudo-sequence HLA-B07:02. The binding affinity (normalized) is 0.361. The peptide sequence is TPDYPLIDI. (2) The peptide sequence is FMLCLLLLSV. The MHC is HLA-A68:02 with pseudo-sequence HLA-A68:02. The binding affinity (normalized) is 0.0534. (3) The peptide sequence is ILVISLTRR. The MHC is HLA-A03:01 with pseudo-sequence HLA-A03:01. The binding affinity (normalized) is 0.270. (4) The peptide sequence is SQLSLSMAR. The MHC is HLA-A03:01 with pseudo-sequence HLA-A03:01. The binding affinity (normalized) is 0.264. (5) The peptide sequence is RVAGIHKKV. The MHC is HLA-B57:01 with pseudo-sequence HLA-B57:01. The binding affinity (normalized) is 0. (6) The peptide sequence is HTTTGRTSL. The MHC is HLA-A80:01 with pseudo-sequence HLA-A80:01. The binding affinity (normalized) is 0.0847. (7) The peptide sequence is HPGAGKTKRY. The MHC is HLA-B35:01 with pseudo-sequence HLA-B35:01. The binding affinity (normalized) is 0.397. (8) The peptide sequence is ISDSNPYLTQW. The MHC is HLA-A29:02 with pseudo-sequence HLA-A29:02. The binding affinity (normalized) is 0. (9) The peptide sequence is FLNWWIPGV. The MHC is HLA-A02:01 with pseudo-sequence HLA-A02:01. The binding affinity (normalized) is 1.00.